Dataset: Forward reaction prediction with 1.9M reactions from USPTO patents (1976-2016). Task: Predict the product of the given reaction. (1) Given the reactants [H-].[Na+].[OH:3][C@:4]1([C:22]2[CH:27]=[CH:26][C:25]([C:28]3[CH:33]=[CH:32][CH:31]=[CH:30][C:29]=3[CH:34]=[CH2:35])=[CH:24][CH:23]=2)[CH2:8][N:7]([C:9]([O:11][CH2:12][CH2:13][Si:14]([CH3:17])([CH3:16])[CH3:15])=[O:10])[C@H:6]([C:18]([O:20][CH3:21])=[O:19])[CH2:5]1.[CH3:36]I, predict the reaction product. The product is: [CH3:36][O:3][C@:4]1([C:22]2[CH:23]=[CH:24][C:25]([C:28]3[CH:33]=[CH:32][CH:31]=[CH:30][C:29]=3[CH:34]=[CH2:35])=[CH:26][CH:27]=2)[CH2:8][N:7]([C:9]([O:11][CH2:12][CH2:13][Si:14]([CH3:17])([CH3:16])[CH3:15])=[O:10])[C@H:6]([C:18]([O:20][CH3:21])=[O:19])[CH2:5]1. (2) Given the reactants C1(P(C2C=CC=CC=2)C2C=CC=CC=2)C=CC=CC=1.O[C:21]1[CH:30]=[C:29]2[C:24]([C:25](=[O:39])[N:26](COC(=O)C(C)(C)C)C=[N:28]2)=[CH:23][C:22]=1OC.[C:42](OC(N1C[CH2:44][CH:42]([CH2:45]O)[CH2:43]C1)=O)([CH3:45])([CH3:44])[CH3:43].N([C:64]([O:66][CH2:67][CH3:68])=[O:65])=N[C:64]([O:66][CH2:67][CH3:68])=[O:65], predict the reaction product. The product is: [C:64]([O:66][CH2:67][C:68]1[NH:26][C:25](=[O:39])[C:24]2[C:29](=[CH:30][CH:21]=[CH:22][CH:23]=2)[N:28]=1)(=[O:65])[C:42]([CH3:45])([CH3:44])[CH3:43]. (3) Given the reactants [CH3:1][C:2]1[CH:3]=[C:4]([C:8]2[S:9][C:10]([CH3:13])=[CH:11][CH:12]=2)[CH2:5][C:6]=1C.[Li]CCCC, predict the reaction product. The product is: [CH3:13][C:10]1[S:9][C:8]([C:4]2[CH:3]=[C:2]([CH3:1])[CH2:6][CH:5]=2)=[CH:12][CH:11]=1. (4) Given the reactants C(OC(=O)[NH:7][C:8]1[O:9][CH2:10][CH2:11][C@:12]([C:16]2[CH:21]=[C:20]([NH2:22])[CH:19]=[CH:18][C:17]=2[F:23])([CH2:14][CH3:15])[N:13]=1)(C)(C)C.[Cl:25][C:26]1[CH:27]=[CH:28][C:29]([C:32](O)=[O:33])=[N:30][CH:31]=1, predict the reaction product. The product is: [NH2:7][C:8]1[O:9][CH2:10][CH2:11][C@:12]([C:16]2[CH:21]=[C:20]([NH:22][C:32]([C:29]3[CH:28]=[CH:27][C:26]([Cl:25])=[CH:31][N:30]=3)=[O:33])[CH:19]=[CH:18][C:17]=2[F:23])([CH2:14][CH3:15])[N:13]=1. (5) Given the reactants [CH3:1][Si:2]([CH3:26])([CH3:25])[CH2:3][CH2:4][O:5][CH2:6][N:7]1[CH:11]=[C:10]([C:12]2[N:17]3[CH:18]=[CH:19][N:20]=[C:16]3[CH:15]=[C:14]([C:21]([O:23]C)=O)[N:13]=2)[CH:9]=[N:8]1.CCO.O.[NH2:31][NH2:32], predict the reaction product. The product is: [CH3:26][Si:2]([CH3:1])([CH3:25])[CH2:3][CH2:4][O:5][CH2:6][N:7]1[CH:11]=[C:10]([C:12]2[N:17]3[CH:18]=[CH:19][N:20]=[C:16]3[CH:15]=[C:14]([C:21]([NH:31][NH2:32])=[O:23])[N:13]=2)[CH:9]=[N:8]1. (6) Given the reactants CCN(CC)CC.Cl.[N:9]1[C:10]([C:18]([O:20][CH2:21][CH3:22])=[O:19])=[CH:11][N:12]2[CH2:17][CH2:16][NH:15][CH2:14][C:13]=12.[CH3:23][C:24]([O:27][C:28](O[C:28]([O:27][C:24]([CH3:26])([CH3:25])[CH3:23])=[O:29])=[O:29])([CH3:26])[CH3:25], predict the reaction product. The product is: [N:9]1[C:10]([C:18]([O:20][CH2:21][CH3:22])=[O:19])=[CH:11][N:12]2[CH2:17][CH2:16][N:15]([C:28]([O:27][C:24]([CH3:26])([CH3:25])[CH3:23])=[O:29])[CH2:14][C:13]=12.